From a dataset of Full USPTO retrosynthesis dataset with 1.9M reactions from patents (1976-2016). Predict the reactants needed to synthesize the given product. (1) Given the product [CH2:1]([O:8][C:9]1[C:14]([F:15])=[CH:13][CH:12]=[CH:11][C:10]=1[CH2:16][C:17]([O:24][CH3:22])=[O:19])[C:2]1[CH:7]=[CH:6][CH:5]=[CH:4][CH:3]=1, predict the reactants needed to synthesize it. The reactants are: [CH2:1]([O:8][C:9]1[C:14]([F:15])=[CH:13][CH:12]=[CH:11][C:10]=1[CH2:16][C:17]#N)[C:2]1[CH:7]=[CH:6][CH:5]=[CH:4][CH:3]=1.[OH-:19].[Na+].Cl.[CH2:22]([OH:24])C. (2) Given the product [CH3:1][N:2]([C:4]([NH:6][C:7]([NH2:9])=[NH:8])=[NH:5])[CH3:3].[C:10]([O-:19])(=[O:18])[CH2:11][CH2:12][CH2:13][CH2:14][C:15]([O-:17])=[O:16], predict the reactants needed to synthesize it. The reactants are: [CH3:1][N:2]([C:4]([NH:6][C:7]([NH2:9])=[NH:8])=[NH:5])[CH3:3].[C:10]([OH:19])(=[O:18])[CH2:11][CH2:12][CH2:13][CH2:14][C:15]([OH:17])=[O:16].C(OCC)(=O)C. (3) Given the product [CH:30]1([C@H:33]([NH:35][S:19]([C:14]2[CH:15]=[CH:16][C:17]([F:18])=[C:12]([CH:13]=2)[C:10]([NH:9][C:4]2[CH:5]=[CH:6][C:7]([F:8])=[C:2]([F:1])[CH:3]=2)=[O:11])(=[O:21])=[O:20])[CH3:34])[CH2:32][CH2:31]1, predict the reactants needed to synthesize it. The reactants are: [F:1][C:2]1[CH:3]=[C:4]([NH:9][C:10]([C:12]2[CH:13]=[C:14]([S:19](Cl)(=[O:21])=[O:20])[CH:15]=[CH:16][C:17]=2[F:18])=[O:11])[CH:5]=[CH:6][C:7]=1[F:8].CCN(CC)CC.[CH:30]1([C@H:33]([NH2:35])[CH3:34])[CH2:32][CH2:31]1. (4) Given the product [ClH:17].[C:1]([O:4][C:5]1[CH:6]=[C:7]2[C:12](=[CH:13][C:14]=1[O:15][CH3:16])[N:11]=[CH:10][N:9]=[C:8]2[NH:23][C:22]1[CH:24]=[CH:25][CH:26]=[C:20]([C:18]#[CH:19])[CH:21]=1)(=[O:3])[CH3:2], predict the reactants needed to synthesize it. The reactants are: [C:1]([O:4][C:5]1[CH:6]=[C:7]2[C:12](=[CH:13][C:14]=1[O:15][CH3:16])[N:11]=[CH:10][N:9]=[C:8]2[Cl:17])(=[O:3])[CH3:2].[C:18]([C:20]1[CH:21]=[C:22]([CH:24]=[CH:25][CH:26]=1)[NH2:23])#[CH:19]. (5) Given the product [Cl:45][C:41]1[N:40]=[C:39]([CH2:38][C:13]([C:12]2[CH:11]=[C:10]([N:9]([CH3:22])[C:7]([CH:1]3[CH2:2][CH2:3][CH2:4][CH2:5][CH2:6]3)=[O:8])[CH:20]=[CH:19][CH:18]=2)=[O:15])[CH:44]=[CH:43][N:42]=1, predict the reactants needed to synthesize it. The reactants are: [CH:1]1([C:7]([NH:9][C:10]2[CH:11]=[C:12]([CH:18]=[CH:19][CH:20]=2)[C:13]([O:15]CC)=O)=[O:8])[CH2:6][CH2:5][CH2:4][CH2:3][CH2:2]1.Cl[C:22]1N=CC=CN=1.[Li+].C[Si]([N-][Si](C)(C)C)(C)C.[CH3:38][C:39]1[CH:44]=[CH:43][N:42]=[C:41]([Cl:45])[N:40]=1. (6) Given the product [NH2:25][CH2:24][C:23]([C:20]1[CH:19]=[CH:18][C:17]([C:4]2[C:5]3[C:6]4[CH:16]=[CH:15][S:14][C:7]=4[C:8](=[O:13])[NH:9][C:10]=3[CH:11]=[CH:12][C:3]=2[O:2][CH3:1])=[CH:22][CH:21]=1)([CH3:27])[CH3:26], predict the reactants needed to synthesize it. The reactants are: [CH3:1][O:2][C:3]1[CH:12]=[CH:11][C:10]2[NH:9][C:8](=[O:13])[C:7]3[S:14][CH:15]=[CH:16][C:6]=3[C:5]=2[C:4]=1[C:17]1[CH:22]=[CH:21][C:20]([C:23]([CH3:27])([CH3:26])[C:24]#[N:25])=[CH:19][CH:18]=1.B. (7) Given the product [Br:24][CH:11]([C:1]([C:2]1[CH:7]=[CH:6][C:5]([O:8][CH3:9])=[CH:4][CH:3]=1)=[O:10])[C:12]([O:14][CH2:15][CH3:16])=[O:13], predict the reactants needed to synthesize it. The reactants are: [C:1]([CH2:11][C:12]([O:14][CH2:15][CH3:16])=[O:13])(=[O:10])[C:2]1[CH:7]=[CH:6][C:5]([O:8][CH3:9])=[CH:4][CH:3]=1.C(N(CC)CC)C.[BrH:24].[NH+]1C=CC=CC=1.CCOC(C)=O. (8) Given the product [ClH:31].[CH2:2]([N:9]([C@@H:10]([CH2:12][CH:13]([C:14]1[CH:19]=[CH:18][C:17]([O:20][CH3:21])=[CH:16][CH:15]=1)[C:22]1[CH:23]=[CH:24][C:25]([O:28][CH3:29])=[CH:26][CH:27]=1)[CH3:11])[CH2:44][C@H:43]([OH:45])[CH2:42][O:35][C:36]1[CH:41]=[CH:40][CH:39]=[CH:38][CH:37]=1)[C:3]1[CH:4]=[CH:5][CH:6]=[CH:7][CH:8]=1, predict the reactants needed to synthesize it. The reactants are: Cl.[CH2:2]([NH:9][C@@H:10]([CH2:12][CH:13]([C:22]1[CH:27]=[CH:26][C:25]([O:28][CH3:29])=[CH:24][CH:23]=1)[C:14]1[CH:19]=[CH:18][C:17]([O:20][CH3:21])=[CH:16][CH:15]=1)[CH3:11])[C:3]1[CH:8]=[CH:7][CH:6]=[CH:5][CH:4]=1.[Sn](Cl)(Cl)(Cl)[Cl:31].[O:35]([CH2:42][C@H:43]1[O:45][CH2:44]1)[C:36]1[CH:41]=[CH:40][CH:39]=[CH:38][CH:37]=1.Cl.